From a dataset of Forward reaction prediction with 1.9M reactions from USPTO patents (1976-2016). Predict the product of the given reaction. Given the reactants [Br:1][C:2]1[CH:3]=[C:4]2[N:10]=[C:9](SC)[O:8][C:5]2=[N:6][CH:7]=1.Br[C:14]1[CH:15]=[C:16]([N+:21]([O-])=O)[C:17](O)=[N:18][CH:19]=1.Cl.C(O[CH2:29][CH3:30])(=O)C, predict the reaction product. The product is: [Br:1][C:2]1[CH:3]=[C:4]2[N:10]=[C:9]([N:21]3[CH:15]4[CH2:29][CH2:30][N:18]([CH2:19][CH2:14]4)[CH2:17][CH2:16]3)[O:8][C:5]2=[N:6][CH:7]=1.